This data is from Forward reaction prediction with 1.9M reactions from USPTO patents (1976-2016). The task is: Predict the product of the given reaction. (1) Given the reactants FC(F)(F)C(O)=O.[C:8]([O:11][CH2:12][CH2:13][O:14][C:15]1[CH:20]=[CH:19][C:18]([NH:21][C:22](=[O:25])[CH2:23][NH2:24])=[C:17]([O:26][CH3:27])[CH:16]=1)(=[O:10])[CH3:9].C(N(CC)CC)C.[CH3:35][C:36]([CH3:41])([CH3:40])[CH2:37][CH:38]=O, predict the reaction product. The product is: [CH3:35][C:36]([CH3:41])([CH3:40])[CH2:37]/[CH:38]=[N:24]/[CH2:23][C:22]([NH:21][C:18]1[CH:19]=[CH:20][C:15]([O:14][CH2:13][CH2:12][O:11][C:8](=[O:10])[CH3:9])=[CH:16][C:17]=1[O:26][CH3:27])=[O:25]. (2) Given the reactants [C:1]([NH:4][CH:5]([C:11]([O:13][CH2:14][CH3:15])=[O:12])[C:6]([O:8][CH2:9][CH3:10])=[O:7])(=[O:3])[CH3:2].CC[O-].[Na+].Cl[CH2:21][CH2:22][C:23]([C:25]1[CH:30]=[C:29]([CH3:31])[CH:28]=[CH:27][C:26]=1[OH:32])=[O:24], predict the reaction product. The product is: [C:1]([NH:4][C:5]([CH2:21][CH2:22][C:23]([C:25]1[CH:30]=[C:29]([CH3:31])[CH:28]=[CH:27][C:26]=1[OH:32])=[O:24])([C:11]([O:13][CH2:14][CH3:15])=[O:12])[C:6]([O:8][CH2:9][CH3:10])=[O:7])(=[O:3])[CH3:2]. (3) Given the reactants C[O:2][C:3]([C:5]1[N:10]2[N:11]=[CH:12][C:13]([C:14](=[O:23])[NH:15][C:16]3[CH:21]=[CH:20][CH:19]=[CH:18][C:17]=3[Cl:22])=[C:9]2[N:8]=[C:7]([C:24](=[O:35])[NH:25][CH2:26][C:27]2[CH:32]=[CH:31][C:30]([F:33])=[C:29]([F:34])[CH:28]=2)[CH:6]=1)=[O:4].CO.[Li+].[OH-].OS([O-])(=O)=O.[Na+], predict the reaction product. The product is: [Cl:22][C:17]1[CH:18]=[CH:19][CH:20]=[CH:21][C:16]=1[NH:15][C:14]([C:13]1[CH:12]=[N:11][N:10]2[C:5]([C:3]([OH:4])=[O:2])=[CH:6][C:7]([C:24](=[O:35])[NH:25][CH2:26][C:27]3[CH:32]=[CH:31][C:30]([F:33])=[C:29]([F:34])[CH:28]=3)=[N:8][C:9]=12)=[O:23]. (4) Given the reactants [C:1]([C:5]1[CH:6]=[C:7]([NH2:12])[C:8]([CH3:11])=[N:9][CH:10]=1)([CH3:4])([CH3:3])[CH3:2].C[O:14][C:15](=O)[C:16]1[CH:21]=[CH:20][C:19]([CH3:22])=[C:18]([N:23]2[CH:27]=[C:26]([C:28]3[CH:29]=[N:30][N:31]([C:35]4[CH:40]=[CH:39][CH:38]=[CH:37][CH:36]=4)[C:32]=3[CH2:33][CH3:34])[N:25]=[CH:24]2)[CH:17]=1, predict the reaction product. The product is: [C:1]([C:5]1[CH:6]=[C:7]([NH:12][C:15](=[O:14])[C:16]2[CH:21]=[CH:20][C:19]([CH3:22])=[C:18]([N:23]3[CH:27]=[C:26]([C:28]4[CH:29]=[N:30][N:31]([C:35]5[CH:40]=[CH:39][CH:38]=[CH:37][CH:36]=5)[C:32]=4[CH2:33][CH3:34])[N:25]=[CH:24]3)[CH:17]=2)[C:8]([CH3:11])=[N:9][CH:10]=1)([CH3:4])([CH3:3])[CH3:2].